This data is from Full USPTO retrosynthesis dataset with 1.9M reactions from patents (1976-2016). The task is: Predict the reactants needed to synthesize the given product. (1) Given the product [OH:2][CH2:3][CH2:4][NH:5][C:6]1[C:7]([C:11]2[N:15]([C:16]3[CH:21]=[CH:20][CH:19]=[C:18]([C:22]([F:24])([F:23])[F:25])[CH:17]=3)[C:14](=[O:26])[O:13][N:12]=2)=[N:8][O:9][N:10]=1, predict the reactants needed to synthesize it. The reactants are: C[O:2][CH2:3][CH2:4][NH:5][C:6]1[C:7]([C:11]2[N:15]([C:16]3[CH:21]=[CH:20][CH:19]=[C:18]([C:22]([F:25])([F:24])[F:23])[CH:17]=3)[C:14](=[O:26])[O:13][N:12]=2)=[N:8][O:9][N:10]=1.B(Br)(Br)Br.C(=O)(O)[O-].[Na+].C(OCC)(=O)C. (2) Given the product [ClH:23].[NH2:27][CH2:2][CH:3]([C:13]1[CH:18]=[CH:17][CH:16]=[C:15]([C:19]([F:22])([F:21])[F:20])[CH:14]=1)[CH2:4][NH:5][C:6](=[O:12])[OH:7], predict the reactants needed to synthesize it. The reactants are: O[CH2:2][CH:3]([C:13]1[CH:18]=[CH:17][CH:16]=[C:15]([C:19]([F:22])([F:21])[F:20])[CH:14]=1)[CH2:4][NH:5][C:6](=[O:12])[O:7]C(C)(C)C.[Cl:23]S([N:27]=C=O)(=O)=O.O.C(=O)(O)[O-].[Na+].